Task: Predict the product of the given reaction.. Dataset: Forward reaction prediction with 1.9M reactions from USPTO patents (1976-2016) (1) Given the reactants [C:1]1([CH2:7][O:8][C:9]2[CH:10]=[C:11]3[C:15](=[CH:16][CH:17]=2)[N:14]([S:18]([C:21]2[CH:26]=[CH:25][CH:24]=[CH:23][CH:22]=2)(=[O:20])=[O:19])[CH:13]=[CH:12]3)[CH:6]=[CH:5][CH:4]=[CH:3][CH:2]=1.[Li][CH2:28][CH2:29][CH2:30]C.C(I)CC, predict the reaction product. The product is: [C:1]1([CH2:7][O:8][C:9]2[CH:10]=[C:11]3[C:15](=[CH:16][CH:17]=2)[N:14]([S:18]([C:21]2[CH:26]=[CH:25][CH:24]=[CH:23][CH:22]=2)(=[O:20])=[O:19])[C:13]([CH2:28][CH2:29][CH3:30])=[CH:12]3)[CH:2]=[CH:3][CH:4]=[CH:5][CH:6]=1. (2) Given the reactants Cl[C:2]1[CH:7]=[CH:6][N:5]=[C:4]2[CH:8]=[C:9]([C:11]3[N:15]([CH3:16])[C:14]([C:17]([OH:20])([CH3:19])[CH3:18])=[N:13][CH:12]=3)[S:10][C:3]=12.[CH3:21][C:22]1[NH:23][C:24]2[C:29]([CH:30]=1)=[CH:28][C:27]([NH2:31])=[CH:26][CH:25]=2.ClC(Cl)C, predict the reaction product. The product is: [CH3:16][N:15]1[C:11]([C:9]2[S:10][C:3]3[C:4](=[N:5][CH:6]=[CH:7][C:2]=3[NH:31][C:27]3[CH:28]=[C:29]4[C:24](=[CH:25][CH:26]=3)[NH:23][C:22]([CH3:21])=[CH:30]4)[CH:8]=2)=[CH:12][N:13]=[C:14]1[C:17]([OH:20])([CH3:19])[CH3:18]. (3) The product is: [CH3:11][C:12]1[C:13]([O:5][C@H:6]2[CH2:10][CH2:9][O:8][CH2:7]2)=[CH:14][CH:15]=[CH:16][C:17]=1[OH:18]. Given the reactants CS([O:5][C@@H:6]1[CH2:10][CH2:9][O:8][CH2:7]1)(=O)=O.[CH3:11][C:12]1[C:17]([OH:18])=[CH:16][CH:15]=[CH:14][C:13]=1O.C(=O)([O-])[O-].[Cs+].[Cs+].Cl, predict the reaction product. (4) Given the reactants [C:1]([N:8]1[CH2:11][C:10](=O)[CH2:9]1)([O:3][C:4]([CH3:7])([CH3:6])[CH3:5])=[O:2].Cl.[CH3:14][NH2:15], predict the reaction product. The product is: [CH3:14][NH:15][CH:10]1[CH2:11][N:8]([C:1]([O:3][C:4]([CH3:7])([CH3:6])[CH3:5])=[O:2])[CH2:9]1. (5) Given the reactants [CH3:1][C:2]1[NH:6][N:5]=NN=1.[C:7]([O:11][C:12]([N:14]1[CH2:19][C@@H:18]([N:20]([C:25]([C:27]2[N:31]([CH2:32][CH2:33][CH2:34][CH2:35][O:36][CH3:37])[C:30]3[CH:38]=[CH:39][CH:40]=[CH:41][C:29]=3[N:28]=2)=[O:26])[CH2:21][CH:22]([CH3:24])[CH3:23])[CH2:17][C@@H:16]([C:42](O)=[O:43])[CH2:15]1)=[O:13])([CH3:10])([CH3:9])[CH3:8].C1CCC(N=C=NC2CCCCC2)CC1, predict the reaction product. The product is: [CH3:37][O:36][CH2:35][CH2:34][CH2:33][CH2:32][N:31]1[C:30]2[CH:38]=[CH:39][CH:40]=[CH:41][C:29]=2[N:28]=[C:27]1[C:25]([N:20]([CH2:21][CH:22]([CH3:24])[CH3:23])[C@H:18]1[CH2:17][C@@H:16]([C:42]2[O:43][C:2]([CH3:1])=[N:6][N:5]=2)[CH2:15][N:14]([C:12]([O:11][C:7]([CH3:8])([CH3:9])[CH3:10])=[O:13])[CH2:19]1)=[O:26].